From a dataset of Reaction yield outcomes from USPTO patents with 853,638 reactions. Predict the reaction yield, written as a fraction of the theoretical maximum amount of product (1.0 means a 100% yield; for example, 0.34 means a 34% yield). (1) The reactants are [Cl:1][C:2]1[C:14]([CH2:15][N:16]2[CH2:20][CH2:19][CH2:18][CH2:17]2)=[CH:13][CH:12]=[CH:11][C:3]=1[O:4][C@H:5]1[CH2:8][C@H:7]([CH2:9][NH2:10])[CH2:6]1.[CH2:21](N(CC)CC)C.[CH3:28][C:29]1[C:33]([C:34](Cl)=[O:35])=[C:32]([CH3:37])[O:31][N:30]=1.C([O-])([O-])=O.[K+].[K+]. The catalyst is C(Cl)Cl. The product is [ClH:1].[Cl:1][C:2]1[C:14]([CH2:15][N:16]2[CH2:20][CH2:19][CH2:18][CH2:17]2)=[CH:13][CH:12]=[CH:11][C:3]=1[O:4][C@H:5]1[CH2:8][C@H:7]([CH2:9][N:10]([CH3:21])[C:34]([C:33]2[C:29]([CH3:28])=[N:30][O:31][C:32]=2[CH3:37])=[O:35])[CH2:6]1. The yield is 0.550. (2) The reactants are O1C2C=CC=CC=2OB1.[Br:10][C:11]1[C:12]([N:27]2[CH2:31][CH2:30][CH:29]([CH:32]3[CH2:34][CH2:33]3)[CH2:28]2)=[C:13]([C:19](=[O:26])[C:20]([O:22][CH:23]([CH3:25])[CH3:24])=[O:21])[C:14]([CH3:18])=[N:15][C:16]=1[CH3:17].CB1N2CCC[C@@H]2C(C2C=CC=CC=2)(C2C=CC=CC=2)O1. The catalyst is C1(C)C=CC=CC=1. The product is [Br:10][C:11]1[C:12]([N:27]2[CH2:31][CH2:30][CH:29]([CH:32]3[CH2:34][CH2:33]3)[CH2:28]2)=[C:13]([C@H:19]([OH:26])[C:20]([O:22][CH:23]([CH3:25])[CH3:24])=[O:21])[C:14]([CH3:18])=[N:15][C:16]=1[CH3:17]. The yield is 0.740. (3) The catalyst is C(Cl)Cl. The reactants are C([BH3-])#N.[CH3:4][C:5]1([N:11]2[CH2:16][CH2:15][C:14](=O)[CH2:13][CH2:12]2)[CH2:10][CH2:9][O:8][CH2:7][CH2:6]1.[NH2:18][C:19]1[CH:24]=[C:23]([C:25]([F:28])([F:27])[F:26])[CH:22]=[CH:21][C:20]=1[OH:29].C(O)(=O)C. The yield is 0.600. The product is [CH3:4][C:5]1([N:11]2[CH2:16][CH2:15][CH:14]([NH:18][C:19]3[CH:24]=[C:23]([C:25]([F:26])([F:27])[F:28])[CH:22]=[CH:21][C:20]=3[OH:29])[CH2:13][CH2:12]2)[CH2:10][CH2:9][O:8][CH2:7][CH2:6]1.